This data is from Forward reaction prediction with 1.9M reactions from USPTO patents (1976-2016). The task is: Predict the product of the given reaction. (1) Given the reactants [Cl:1][C:2]1[CH:27]=[CH:26][C:5]([C:6]([C:8]2[CH:9]=[C:10]3[C:15](=[CH:16][CH:17]=2)[NH:14][C:13](=[O:18])[CH:12]=[C:11]3[C:19]2[CH:24]=[CH:23][CH:22]=[C:21]([I:25])[CH:20]=2)=[O:7])=[CH:4][CH:3]=1.[OH-].[Na+].[CH3:30]I, predict the reaction product. The product is: [Cl:1][C:2]1[CH:3]=[CH:4][C:5]([C:6]([C:8]2[CH:9]=[C:10]3[C:15](=[CH:16][CH:17]=2)[N:14]([CH3:30])[C:13](=[O:18])[CH:12]=[C:11]3[C:19]2[CH:24]=[CH:23][CH:22]=[C:21]([I:25])[CH:20]=2)=[O:7])=[CH:26][CH:27]=1. (2) Given the reactants [F:1][C:2]1[CH:7]=[CH:6][C:5]([C:8]2[CH:9]=[N:10][NH:11][C:12]=2[NH2:13])=[CH:4][CH:3]=1.O=[C:15]([C:22]1[CH:27]=[CH:26][CH:25]=[CH:24][N:23]=1)[CH2:16][C:17](OCC)=[O:18], predict the reaction product. The product is: [F:1][C:2]1[CH:3]=[CH:4][C:5]([C:8]2[CH:9]=[N:10][N:11]3[C:17](=[O:18])[CH:16]=[C:15]([C:22]4[CH:27]=[CH:26][CH:25]=[CH:24][N:23]=4)[NH:13][C:12]=23)=[CH:6][CH:7]=1. (3) The product is: [N:2]1[CH:7]=[CH:6][C:5]([CH2:8][O:9][C:10]2[C:19]3[C:14](=[CH:15][CH:16]=[CH:17][CH:18]=3)[C:13]([NH2:20])=[CH:12][CH:11]=2)=[CH:4][CH:3]=1. Given the reactants Cl.[N:2]1[CH:7]=[CH:6][C:5]([CH2:8][O:9][C:10]2[C:19]3[C:14](=[CH:15][CH:16]=[CH:17][CH:18]=3)[C:13]([NH:20]C(=O)OC(C)(C)C)=[CH:12][CH:11]=2)=[CH:4][CH:3]=1.[OH-].[Na+], predict the reaction product. (4) Given the reactants [CH:1]1([C:4]2[N:8]([C:9]3[CH:14]=[CH:13][CH:12]=[C:11]([C:15]([F:18])([F:17])[F:16])[CH:10]=3)[N:7]=[C:6]([CH3:19])[C:5]=2[C:20]([N:22]2[CH2:27][CH2:26][C:25](=O)[CH2:24][CH2:23]2)=[O:21])[CH2:3][CH2:2]1.Cl.[OH:30][CH2:31][C@@H:32]1[C@H:36]([NH:37][C:38](=[O:40])[CH3:39])[CH2:35][CH2:34][NH:33]1, predict the reaction product. The product is: [CH:1]1([C:4]2[N:8]([C:9]3[CH:14]=[CH:13][CH:12]=[C:11]([C:15]([F:18])([F:17])[F:16])[CH:10]=3)[N:7]=[C:6]([CH3:19])[C:5]=2[C:20]([N:22]2[CH2:27][CH2:26][CH:25]([N:33]3[CH2:34][CH2:35][C@@H:36]([NH:37][C:38](=[O:40])[CH3:39])[C@H:32]3[CH2:31][OH:30])[CH2:24][CH2:23]2)=[O:21])[CH2:3][CH2:2]1. (5) The product is: [C:28]([N:25]1[CH2:24][CH2:23][N:22]([C:19]2[CH:18]=[N:17][C:16]([CH2:15][CH2:14][C:11]3[CH:10]=[CH:9][C:8]([CH2:7][CH2:6][N:31]=[N+:32]=[N-:33])=[CH:13][CH:12]=3)=[CH:21][CH:20]=2)[CH2:27][CH2:26]1)(=[O:30])[CH3:29]. Given the reactants CS(O[CH2:6][CH2:7][C:8]1[CH:13]=[CH:12][C:11]([CH2:14][CH2:15][C:16]2[CH:21]=[CH:20][C:19]([N:22]3[CH2:27][CH2:26][N:25]([C:28](=[O:30])[CH3:29])[CH2:24][CH2:23]3)=[CH:18][N:17]=2)=[CH:10][CH:9]=1)(=O)=O.[N-:31]=[N+:32]=[N-:33].[Na+].O, predict the reaction product. (6) Given the reactants [NH2:1][C@H:2]1[CH2:7][CH2:6][C@H:5]([NH2:8])[CH2:4][CH2:3]1.[Cl:9][C:10]1[N:18]=[C:17]2[C:13]([N:14]=[CH:15][NH:16]2)=[C:12]([N:19]2[C:23]3[CH:24]=[CH:25][C:26]([O:28][CH3:29])=[CH:27][C:22]=3[N:21]=[CH:20]2)[N:11]=1, predict the reaction product. The product is: [ClH:9].[ClH:9].[CH3:29][O:28][C:26]1[CH:25]=[CH:24][C:23]2[N:19]([C:12]3[N:11]=[C:10]([NH:1][C@H:2]4[CH2:7][CH2:6][C@H:5]([NH2:8])[CH2:4][CH2:3]4)[N:18]=[C:17]4[C:13]=3[N:14]=[CH:15][NH:16]4)[CH:20]=[N:21][C:22]=2[CH:27]=1. (7) Given the reactants [C:1]([CH2:4][O:5][C:6](=[O:16])[CH2:7][CH2:8][C:9]1[CH:14]=[CH:13][C:12]([OH:15])=[CH:11][CH:10]=1)([OH:3])=[O:2].[CH3:17][O:18][C:19](=[O:34])[CH:20]([NH:29][C:30](=[O:33])[CH2:31]O)[CH2:21][C:22]1[CH:27]=[CH:26][C:25]([OH:28])=[CH:24][CH:23]=1.C1(N=C=NC2CCCCC2)CCCCC1, predict the reaction product. The product is: [CH3:17][O:18][C:19](=[O:34])[CH:20]([NH:29][C:30](=[O:33])[CH2:31][O:2][C:1](=[O:3])[CH2:4][O:5][C:6](=[O:16])[CH2:7][CH2:8][C:9]1[CH:10]=[CH:11][C:12]([OH:15])=[CH:13][CH:14]=1)[CH2:21][C:22]1[CH:27]=[CH:26][C:25]([OH:28])=[CH:24][CH:23]=1.